Dataset: Full USPTO retrosynthesis dataset with 1.9M reactions from patents (1976-2016). Task: Predict the reactants needed to synthesize the given product. (1) Given the product [F:24][C:19]1[CH:20]=[CH:21][CH:22]=[CH:23][C:18]=1[CH2:17][N:10]1[C:11]2=[N:12][CH:13]=[CH:14][CH:15]=[C:16]2[C:8]([C:5]2[N:6]=[N:7][C:2]([C:31]3[CH:32]=[N:33][C:28]([O:27][CH3:26])=[CH:29][CH:30]=3)=[C:3]([NH2:25])[N:4]=2)=[N:9]1, predict the reactants needed to synthesize it. The reactants are: Cl[C:2]1[N:7]=[N:6][C:5]([C:8]2[C:16]3[C:11](=[N:12][CH:13]=[CH:14][CH:15]=3)[N:10]([CH2:17][C:18]3[CH:23]=[CH:22][CH:21]=[CH:20][C:19]=3[F:24])[N:9]=2)=[N:4][C:3]=1[NH2:25].[CH3:26][O:27][C:28]1[N:33]=[CH:32][C:31](B(O)O)=[CH:30][CH:29]=1.C(=O)([O-])[O-].[K+].[K+].C1(P(C2CCCCC2)C2CCCCC2)CCCCC1. (2) Given the product [CH:1]1([O:7][N:8]2[C:9]([CH3:17])([CH3:18])[CH2:10][CH:11]([OH:16])[CH2:12][C:13]2([CH3:15])[CH3:14])[CH2:2][CH2:3][CH2:4][CH2:5][CH2:6]1, predict the reactants needed to synthesize it. The reactants are: [CH:1]1([O:7][N:8]2[C:13]([CH3:15])([CH3:14])[CH2:12][CH:11]([OH:16])[CH2:10][C:9]2([CH3:18])[CH3:17])[CH2:6][CH2:5][CH:4]=[CH:3][CH2:2]1.C(=O)C1CC=CCC1.